Dataset: Full USPTO retrosynthesis dataset with 1.9M reactions from patents (1976-2016). Task: Predict the reactants needed to synthesize the given product. (1) Given the product [CH3:1][O:2][C:3](=[O:14])[CH2:4][O:5][C:6]1[CH:11]=[CH:10][C:9]([Cl:12])=[C:8]2[C:7]=1[C:20]([CH3:21])=[C:19]([CH2:18][C:17]1[CH:26]=[CH:27][C:28]([S:30]([CH3:33])(=[O:32])=[O:31])=[CH:29][C:16]=1[Cl:15])[C:23]([CH3:24])=[N:13]2, predict the reactants needed to synthesize it. The reactants are: [CH3:1][O:2][C:3](=[O:14])[CH2:4][O:5][C:6]1[CH:11]=[CH:10][C:9]([Cl:12])=[C:8]([NH2:13])[CH:7]=1.[Cl:15][C:16]1[CH:29]=[C:28]([S:30]([CH3:33])(=[O:32])=[O:31])[CH:27]=[CH:26][C:17]=1[CH2:18][CH:19]([C:23](=O)[CH3:24])[C:20](=O)[CH3:21]. (2) Given the product [CH2:1]([N:5]1[C:14]2[C:9](=[CH:10][CH:11]=[C:12]([C:15]([O:17][CH3:18])=[O:16])[CH:13]=2)[NH:8][CH2:7][CH2:6]1)[CH2:2][CH2:3][CH3:4], predict the reactants needed to synthesize it. The reactants are: [CH2:1]([N:5]1[C:14]2[C:9](=[CH:10][CH:11]=[C:12]([C:15]([O:17][CH3:18])=[O:16])[CH:13]=2)[NH:8][CH2:7][C:6]1=O)[CH2:2][CH2:3][CH3:4].CSC.B. (3) Given the product [C:1]([CH2:3][S:4]([NH:11][CH:8]([CH3:10])[CH3:9])(=[O:6])=[O:5])#[N:2], predict the reactants needed to synthesize it. The reactants are: [C:1]([CH2:3][S:4](Cl)(=[O:6])=[O:5])#[N:2].[CH:8]([NH2:11])([CH3:10])[CH3:9]. (4) Given the product [CH3:23][O:22][C:20](=[O:21])[C:19]1[CH:24]=[CH:25][C:16]([NH:29][CH2:26][C:3]2[C:4]([C:7]3[CH:8]=[CH:9][CH:10]=[CH:11][CH:12]=3)=[N:5][O:6][C:2]=2[CH3:1])=[N:17][CH:18]=1, predict the reactants needed to synthesize it. The reactants are: [CH3:1][C:2]1[O:6][N:5]=[C:4]([C:7]2[CH:12]=[CH:11][CH:10]=[CH:9][CH:8]=2)[C:3]=1NC.Cl[C:16]1[CH:25]=[CH:24][C:19]([C:20]([O:22][CH3:23])=[O:21])=[CH:18][N:17]=1.[CH:26]([N:29](CC)C(C)C)(C)C.CS(C)=O. (5) Given the product [CH3:11][O:12][C:13](=[O:23])[CH2:14][C:15]1[CH:20]=[CH:19][C:18]([NH:21][C:2]2[C:7]([N+:8]([O-:10])=[O:9])=[CH:6][CH:5]=[CH:4][N:3]=2)=[CH:17][C:16]=1[CH3:22], predict the reactants needed to synthesize it. The reactants are: Cl[C:2]1[C:7]([N+:8]([O-:10])=[O:9])=[CH:6][CH:5]=[CH:4][N:3]=1.[CH3:11][O:12][C:13](=[O:23])[CH2:14][C:15]1[CH:20]=[CH:19][C:18]([NH2:21])=[CH:17][C:16]=1[CH3:22].Cl. (6) Given the product [CH3:1][O:2][C:3]1[CH:8]=[N:7][C:6]([C:9]2[CH:10]=[N:11][CH:12]=[N:13][CH:14]=2)=[C:5]2[NH:15][CH:16]=[C:17]([C:18](=[O:22])[C:19]([N:38]3[CH2:39][CH2:40][N:35]([C:34]4[N:30]([C:24]5[CH:29]=[CH:28][CH:27]=[CH:26][CH:25]=5)[N:31]=[N:32][N:33]=4)[CH2:36][CH2:37]3)=[O:21])[C:4]=12, predict the reactants needed to synthesize it. The reactants are: [CH3:1][O:2][C:3]1[CH:8]=[N:7][C:6]([C:9]2[CH:10]=[N:11][CH:12]=[N:13][CH:14]=2)=[C:5]2[NH:15][CH:16]=[C:17]([C:18](=[O:22])[C:19]([OH:21])=O)[C:4]=12.Cl.[C:24]1([N:30]2[C:34]([N:35]3[CH2:40][CH2:39][NH:38][CH2:37][CH2:36]3)=[N:33][N:32]=[N:31]2)[CH:29]=[CH:28][CH:27]=[CH:26][CH:25]=1.F[B-](F)(F)F.N1(OC(N(C)C)=[N+](C)C)C2C=CC=CC=2N=N1.C(N(CC)C(C)C)(C)C. (7) Given the product [C:9]([O:1][CH:2]1[CH2:5][CH:4]([C:6]([OH:8])=[O:7])[CH2:3]1)(=[O:11])[CH3:10], predict the reactants needed to synthesize it. The reactants are: [OH:1][CH:2]1[CH2:5][CH:4]([C:6]([OH:8])=[O:7])[CH2:3]1.[C:9](Cl)(=[O:11])[CH3:10]. (8) Given the product [N:1]1[C:9]2[C:4](=[N:5][CH:6]=[CH:7][CH:8]=2)[N:3]([C:10]2[CH:15]=[CH:14][C:13]([CH2:16][C:17]([NH:36][C:33]3[CH:34]=[CH:35][C:30]([CH2:29][N:26]4[CH2:25][CH2:24][N:23]([CH2:21][CH3:22])[CH2:28][CH2:27]4)=[C:31]([C:37]([F:40])([F:39])[F:38])[CH:32]=3)=[O:19])=[C:12]([CH3:20])[CH:11]=2)[CH:2]=1, predict the reactants needed to synthesize it. The reactants are: [N:1]1[C:9]2[C:4](=[N:5][CH:6]=[CH:7][CH:8]=2)[N:3]([C:10]2[CH:15]=[CH:14][C:13]([CH2:16][C:17]([OH:19])=O)=[C:12]([CH3:20])[CH:11]=2)[CH:2]=1.[CH2:21]([N:23]1[CH2:28][CH2:27][N:26]([CH2:29][C:30]2[CH:35]=[CH:34][C:33]([NH2:36])=[CH:32][C:31]=2[C:37]([F:40])([F:39])[F:38])[CH2:25][CH2:24]1)[CH3:22]. (9) Given the product [C:33]([CH2:35][C:36]([N:25]1[CH2:24][CH2:23][CH:22]([C:19]2[CH:18]=[CH:17][C:16]([NH:15][C:8]3[CH:7]=[C:6]([NH:5][CH2:4][C:3]4[CH:28]=[CH:29][CH:30]=[C:31]([F:32])[C:2]=4[F:1])[C:11]([C:12]([NH2:14])=[O:13])=[CH:10][N:9]=3)=[CH:21][CH:20]=2)[CH2:27][CH2:26]1)=[O:37])#[N:34], predict the reactants needed to synthesize it. The reactants are: [F:1][C:2]1[C:31]([F:32])=[CH:30][CH:29]=[CH:28][C:3]=1[CH2:4][NH:5][C:6]1[C:11]([C:12]([NH2:14])=[O:13])=[CH:10][N:9]=[C:8]([NH:15][C:16]2[CH:21]=[CH:20][C:19]([CH:22]3[CH2:27][CH2:26][NH:25][CH2:24][CH2:23]3)=[CH:18][CH:17]=2)[CH:7]=1.[C:33]([CH2:35][C:36](O)=[O:37])#[N:34].CCN(C(C)C)C(C)C.F[P-](F)(F)(F)(F)F.N1(O[P+](N(C)C)(N(C)C)N(C)C)C2C=CC=CC=2N=N1.C(O)(C(F)(F)F)=O. (10) Given the product [F:1][C:2]1[CH:7]=[C:6]([C:8]2[N:12]=[CH:11][N:10]([C:13]3[CH:14]=[CH:15][C:16]([O:19][C:20]([F:23])([F:22])[F:21])=[CH:17][CH:18]=3)[N:9]=2)[CH:5]=[CH:4][C:3]=1[CH2:24][CH2:25][C:26]([O:28][CH2:29][CH3:30])=[O:27], predict the reactants needed to synthesize it. The reactants are: [F:1][C:2]1[CH:7]=[C:6]([C:8]2[N:12]=[CH:11][N:10]([C:13]3[CH:18]=[CH:17][C:16]([O:19][C:20]([F:23])([F:22])[F:21])=[CH:15][CH:14]=3)[N:9]=2)[CH:5]=[CH:4][C:3]=1/[CH:24]=[CH:25]/[C:26]([O:28][CH2:29][CH3:30])=[O:27].